From a dataset of Forward reaction prediction with 1.9M reactions from USPTO patents (1976-2016). Predict the product of the given reaction. (1) Given the reactants [CH3:1][C:2]1[S:3][C:4]2[CH:5]=[CH:6][C:7]3[CH:16]=[CH:15][CH:14]=[CH:13][C:8]=3[C:9]=2[C:10](=[O:12])[CH:11]=1.[I:17]I.S([O-])([O-])(=O)=S.[Na+].[Na+], predict the reaction product. The product is: [I:17][C:11]1[C:10](=[O:12])[C:9]2[C:8]3[CH:13]=[CH:14][CH:15]=[CH:16][C:7]=3[CH:6]=[CH:5][C:4]=2[S:3][C:2]=1[CH3:1]. (2) Given the reactants [CH:1]1[C:9]2[C:8]3[CH:10]=[CH:11][CH:12]=[CH:13][C:7]=3[O:6][C:5]=2[CH:4]=[CH:3][C:2]=1[C:14]([NH2:16])=[NH:15].[Cl:17][C:18]1[CH:29]=[C:28]([Cl:30])[CH:27]=[CH:26][C:19]=1[CH:20]=[C:21]([C:24]#[N:25])[C:22]#[N:23], predict the reaction product. The product is: [NH2:25][CH2:24][C:21]1[C:22]([NH2:23])=[N:15][C:14]([C:2]2[CH:3]=[CH:4][C:5]3[O:6][C:7]4[CH:13]=[CH:12][CH:11]=[CH:10][C:8]=4[C:9]=3[CH:1]=2)=[N:16][C:20]=1[C:19]1[CH:26]=[CH:27][C:28]([Cl:30])=[CH:29][C:18]=1[Cl:17].